Task: Predict the reactants needed to synthesize the given product.. Dataset: Full USPTO retrosynthesis dataset with 1.9M reactions from patents (1976-2016) (1) Given the product [Br:1][C:2]1[C:3]([N:12]2[CH2:17][CH2:16][N:15]([CH2:18][C:19]3[N:20]=[C:21]([CH:24]([CH3:26])[CH3:25])[S:22][CH:23]=3)[CH2:14][CH2:13]2)=[C:4]2[N:9]=[C:30]([C:31]3[CH:36]=[CH:35][C:34]([O:37][CH3:38])=[CH:33][CH:32]=3)[NH:8][C:5]2=[N:6][CH:7]=1, predict the reactants needed to synthesize it. The reactants are: [Br:1][C:2]1[C:3]([N:12]2[CH2:17][CH2:16][N:15]([CH2:18][C:19]3[N:20]=[C:21]([CH:24]([CH3:26])[CH3:25])[S:22][CH:23]=3)[CH2:14][CH2:13]2)=[C:4]([N+:9]([O-])=O)[C:5]([NH2:8])=[N:6][CH:7]=1.CCO.[CH:30](=O)[C:31]1[CH:36]=[CH:35][C:34]([O:37][CH3:38])=[CH:33][CH:32]=1.[O-]S(S([O-])=O)=O.[Na+].[Na+]. (2) Given the product [C:21]([C:16]1[C:15]([C:13]([C:12]2[CH:23]=[CH:24][CH:25]=[C:10]([O:9][CH3:8])[CH:11]=2)=[N:7][S:5]([C:2]([CH3:4])([CH3:3])[CH3:1])=[O:6])=[CH:20][CH:19]=[CH:18][N:17]=1)#[N:22], predict the reactants needed to synthesize it. The reactants are: [CH3:1][C:2]([S:5]([NH2:7])=[O:6])([CH3:4])[CH3:3].[CH3:8][O:9][C:10]1[CH:11]=[C:12]([CH:23]=[CH:24][CH:25]=1)[C:13]([C:15]1[C:16]([C:21]#[N:22])=[N:17][CH:18]=[CH:19][CH:20]=1)=O.CO.CCOC(C)=O. (3) Given the product [ClH:4].[ClH:4].[ClH:4].[CH3:25][N:22]1[CH2:21][CH2:20][CH:19]([N:18]([C:14]2[CH:15]=[CH:16][CH:17]=[C:12]([NH2:11])[CH:13]=2)[CH3:26])[CH2:24][CH2:23]1, predict the reactants needed to synthesize it. The reactants are: C([Cl:4])(=O)C.C(OC(=O)[NH:11][C:12]1[CH:17]=[CH:16][CH:15]=[C:14]([N:18]([CH3:26])[CH:19]2[CH2:24][CH2:23][N:22]([CH3:25])[CH2:21][CH2:20]2)[CH:13]=1)(C)(C)C.